From a dataset of NCI-60 drug combinations with 297,098 pairs across 59 cell lines. Regression. Given two drug SMILES strings and cell line genomic features, predict the synergy score measuring deviation from expected non-interaction effect. Drug 1: C1=CC=C(C=C1)NC(=O)CCCCCCC(=O)NO. Drug 2: CN(CCCl)CCCl.Cl. Cell line: HCC-2998. Synergy scores: CSS=5.52, Synergy_ZIP=-8.27, Synergy_Bliss=-6.86, Synergy_Loewe=-7.87, Synergy_HSA=-5.68.